This data is from Full USPTO retrosynthesis dataset with 1.9M reactions from patents (1976-2016). The task is: Predict the reactants needed to synthesize the given product. (1) Given the product [C:56]([N:55]=[C:47]([NH:46][C:43]1[CH:44]=[CH:45][C:40]([O:39][CH3:38])=[CH:41][CH:42]=1)[N:15]1[CH2:14][CH2:13][N:12]2[C:17]([C:18]3[CH:23]=[CH:22][CH:21]=[CH:20][CH:19]=3)=[C:9]([Cl:8])[C:10]([C:24]([NH2:26])=[O:25])=[C:11]2[CH2:16]1)#[N:57], predict the reactants needed to synthesize it. The reactants are: FC(F)(F)C(O)=O.[Cl:8][C:9]1[C:10]([C:24]([NH2:26])=[O:25])=[C:11]2[CH2:16][NH:15][CH2:14][CH2:13][N:12]2[C:17]=1[C:18]1[CH:23]=[CH:22][CH:21]=[CH:20][CH:19]=1.C(N(CC)CC)C.C[Al](C)C.[CH3:38][O:39][C:40]1[CH:45]=[CH:44][C:43]([NH:46][C:47](=[N:55][C:56]#[N:57])OC2C=CC=CC=2)=[CH:42][CH:41]=1. (2) Given the product [CH3:21][CH:16]1[CH:15]2[C:20]([C:12]3[CH:11]=[CH:10][C:9]([NH:7]/[N:8]=[C:23](\[C:3]4[CH:2]=[N:1][CH:6]=[CH:5][CH:4]=4)/[CH3:24])=[N:22][C:13]=3[NH:14]2)=[CH:19][CH:18]=[CH:17]1, predict the reactants needed to synthesize it. The reactants are: [N:1]1[CH:6]=[CH:5][CH:4]=[CH:3][CH:2]=1.[NH:7]([C:9]1[CH:10]=[CH:11][C:12]2[C:20]3[CH:15]([CH:16]([CH3:21])[CH:17]=[CH:18][CH:19]=3)[NH:14][C:13]=2[N:22]=1)[NH2:8].[C:23](O)(=O)[CH3:24]. (3) Given the product [Cl:40][C:41]([Cl:46])([Cl:45])[C:42]([C:3]1[N:4]2[C:5]([CH2:6][N:7]([C:15]([C:17]3[CH:22]=[CH:21][C:20]([C:23]4[CH:28]=[CH:27][CH:26]=[CH:25][C:24]=4[CH3:29])=[C:19]([CH3:30])[CH:18]=3)=[O:16])[C:8]3[CH:14]=[CH:13][CH:12]=[CH:11][C:9]=3[CH2:10]2)=[CH:1][CH:2]=1)=[O:43], predict the reactants needed to synthesize it. The reactants are: [CH:1]1[CH:2]=[CH:3][N:4]2[CH2:10][C:9]3[CH:11]=[CH:12][CH:13]=[CH:14][C:8]=3[N:7]([C:15]([C:17]3[CH:22]=[CH:21][C:20]([C:23]4[CH:28]=[CH:27][CH:26]=[CH:25][C:24]=4[CH3:29])=[C:19]([CH3:30])[CH:18]=3)=[O:16])[CH2:6][C:5]=12.CN(C)C1C=CC=CC=1.[Cl:40][C:41]([Cl:46])([Cl:45])[C:42](Cl)=[O:43]. (4) Given the product [OH:32][C:26]1[C:27]([CH2:29][NH:30][CH3:31])=[CH:28][C:23]([C:21]2[CH:22]=[C:17]([C:9]3[NH:8][C:16]4[C:11]([CH:10]=3)=[CH:12][CH:13]=[CH:14][CH:15]=4)[C:18](=[O:43])[NH:19][N:20]=2)=[CH:24][C:25]=1[O:41][CH3:42], predict the reactants needed to synthesize it. The reactants are: C(OC([N:8]1[C:16]2[C:11](=[CH:12][CH:13]=[CH:14][CH:15]=2)[CH:10]=[C:9]1[C:17]1[CH:22]=[C:21]([C:23]2[CH:28]=[C:27]([CH2:29][NH:30][CH3:31])[C:26]([O:32]COCC[Si](C)(C)C)=[C:25]([O:41][CH3:42])[CH:24]=2)[N:20]=[N:19][C:18]=1[O:43]C)=O)(C)(C)C.FC(F)(F)C(O)=O. (5) Given the product [CH3:1][C:2]1[C:3](=[O:12])[C:4]2[C:9]([C:10]3([O:16][CH2:13][CH2:14][O:19]3)[CH:11]=1)=[CH:8][CH:7]=[CH:6][CH:5]=2, predict the reactants needed to synthesize it. The reactants are: [CH3:1][C:2]1[CH:11]=[CH:10][C:9]2[C:4](=[CH:5][CH:6]=[CH:7][CH:8]=2)[C:3]=1[OH:12].[C:13]([OH:16])(=[O:19])[CH3:14].[C:13]([OH:16])(=[O:19])[CH3:14].IC1C=CC=CC=1. (6) Given the product [F:1][C:2]1[CH:3]=[C:4]([NH2:13])[CH:5]=[CH:6][C:7]=1[C:8]1[N:9]=[CH:10][S:11][CH:12]=1, predict the reactants needed to synthesize it. The reactants are: [F:1][C:2]1[CH:3]=[C:4]([NH:13]C(=O)OC(C)(C)C)[CH:5]=[CH:6][C:7]=1[C:8]1[N:9]=[CH:10][S:11][CH:12]=1. (7) Given the product [F:23][C:11]1([F:10])[O:12][C:13]2[CH:19]=[CH:18][CH:17]=[C:16]([C:2]3[CH:7]=[CH:6][N:5]=[C:4]([S:8][CH3:9])[N:3]=3)[C:14]=2[O:15]1, predict the reactants needed to synthesize it. The reactants are: I[C:2]1[CH:7]=[CH:6][N:5]=[C:4]([S:8][CH3:9])[N:3]=1.[F:10][C:11]1([F:23])[O:15][C:14]2[CH:16]=[CH:17][CH:18]=[C:19](B(O)O)[C:13]=2[O:12]1.C([O-])([O-])=O.[Na+].[Na+].C1(P(C2CCCCC2)C2C=CC=CC=2C2C=CC=CC=2)CCCCC1. (8) Given the product [Br:24][CH2:25]/[CH:26]=[CH:27]/[C:28]([NH:20][C:17]1[CH:18]=[C:19]2[C:14](=[CH:15][C:16]=1[O:21][CH3:22])[N:13]=[CH:12][N:11]=[C:10]2[NH:9][C:4]1[CH:5]=[CH:6][C:7]([F:8])=[C:2]([Cl:1])[C:3]=1[F:23])=[O:29], predict the reactants needed to synthesize it. The reactants are: [Cl:1][C:2]1[C:3]([F:23])=[C:4]([NH:9][C:10]2[C:19]3[C:14](=[CH:15][C:16]([O:21][CH3:22])=[C:17]([NH2:20])[CH:18]=3)[N:13]=[CH:12][N:11]=2)[CH:5]=[CH:6][C:7]=1[F:8].[Br:24][CH2:25]/[CH:26]=[CH:27]/[C:28](Cl)=[O:29].O.